Task: Predict the product of the given reaction.. Dataset: Forward reaction prediction with 1.9M reactions from USPTO patents (1976-2016) (1) The product is: [CH3:1][S:2]([C:5]1[CH:10]=[CH:9][C:8]([C:15]2[C:16]([OH:22])=[CH:17][C:18]([OH:21])=[CH:19][CH:20]=2)=[CH:7][CH:6]=1)(=[O:4])=[O:3]. Given the reactants [CH3:1][S:2]([C:5]1[CH:10]=[CH:9][C:8](B(O)O)=[CH:7][CH:6]=1)(=[O:4])=[O:3].Br[C:15]1[CH:20]=[CH:19][C:18]([OH:21])=[CH:17][C:16]=1[OH:22].C([O-])([O-])=O.[Na+].[Na+], predict the reaction product. (2) Given the reactants [C:1]([O:5][C:6](=[O:15])[NH:7][C:8]1[CH:13]=[CH:12][C:11]([NH2:14])=[CH:10][CH:9]=1)([CH3:4])([CH3:3])[CH3:2].[CH:16]([S:18]([CH:21]=[CH2:22])(=[O:20])=[O:19])=[CH2:17], predict the reaction product. The product is: [C:1]([O:5][C:6](=[O:15])[NH:7][C:8]1[CH:9]=[CH:10][C:11]([N:14]2[CH2:22][CH2:21][S:18](=[O:20])(=[O:19])[CH2:16][CH2:17]2)=[CH:12][CH:13]=1)([CH3:4])([CH3:2])[CH3:3]. (3) The product is: [C:20]([C:2]1[CH:7]=[CH:6][C:5]([NH:8][C:9](=[O:14])[C:10]([CH3:13])([CH3:12])[CH3:11])=[C:4]([CH3:15])[C:3]=1[C:16]([F:19])([F:18])[F:17])#[N:21]. Given the reactants Cl[C:2]1[CH:7]=[CH:6][C:5]([NH:8][C:9](=[O:14])[C:10]([CH3:13])([CH3:12])[CH3:11])=[C:4]([CH3:15])[C:3]=1[C:16]([F:19])([F:18])[F:17].[C:20]([Cu])#[N:21], predict the reaction product. (4) Given the reactants [CH:1]1([CH2:4][O:5][C:6]2[CH:7]=[C:8]([CH:13]=[CH:14][C:15]=2[CH2:16][NH:17][S:18]([CH3:21])(=[O:20])=[O:19])[C:9]([O:11]C)=[O:10])[CH2:3][CH2:2]1.Cl, predict the reaction product. The product is: [CH:1]1([CH2:4][O:5][C:6]2[CH:7]=[C:8]([CH:13]=[CH:14][C:15]=2[CH2:16][NH:17][S:18]([CH3:21])(=[O:20])=[O:19])[C:9]([OH:11])=[O:10])[CH2:3][CH2:2]1. (5) Given the reactants Br[C:2]1[CH:3]=[N:4][CH:5]=[CH:6][C:7]=1[C:8]1[CH:13]=[CH:12][CH:11]=[CH:10][N:9]=1.N12CCN(CC1)CC2.[NH:22]1[CH2:32][CH2:31][CH:25]([C:26]([O:28][CH2:29][CH3:30])=[O:27])[CH2:24][CH2:23]1.CCN(C(C)C)C(C)C, predict the reaction product. The product is: [N:9]1[CH:10]=[CH:11][CH:12]=[CH:13][C:8]=1[C:7]1[CH:6]=[CH:5][N:4]=[CH:3][C:2]=1[N:22]1[CH2:32][CH2:31][CH:25]([C:26]([O:28][CH2:29][CH3:30])=[O:27])[CH2:24][CH2:23]1.